From a dataset of Full USPTO retrosynthesis dataset with 1.9M reactions from patents (1976-2016). Predict the reactants needed to synthesize the given product. Given the product [C:74]([C:49]([NH:48][C:8](=[O:10])[C:7]1[CH:6]=[CH:5][C:4]([O:3][C:2]([F:1])([F:14])[F:13])=[CH:12][CH:11]=1)([CH3:73])[CH2:50][O:51][C:52]1[CH:53]=[CH:54][C:55]2[CH2:59][O:58][B:57]([OH:60])[C:56]=2[C:61]=1[O:62][CH2:63][CH2:64][NH:65][C:66](=[O:72])[O:67][C:68]([CH3:69])([CH3:70])[CH3:71])#[N:75], predict the reactants needed to synthesize it. The reactants are: [F:1][C:2]([F:14])([F:13])[O:3][C:4]1[CH:12]=[CH:11][C:7]([C:8]([OH:10])=O)=[CH:6][CH:5]=1.CCN(C(C)C)C(C)C.CN(C(ON1N=NC2C=CC=NC1=2)=[N+](C)C)C.F[P-](F)(F)(F)(F)F.[NH2:48][C:49]([C:74]#[N:75])([CH3:73])[CH2:50][O:51][C:52]1[CH:53]=[CH:54][C:55]2[CH2:59][O:58][B:57]([OH:60])[C:56]=2[C:61]=1[O:62][CH2:63][CH2:64][NH:65][C:66](=[O:72])[O:67][C:68]([CH3:71])([CH3:70])[CH3:69].